From a dataset of Peptide-MHC class II binding affinity with 134,281 pairs from IEDB. Regression. Given a peptide amino acid sequence and an MHC pseudo amino acid sequence, predict their binding affinity value. This is MHC class II binding data. The peptide sequence is IANIFTPLVQPVGAL. The MHC is DRB1_1501 with pseudo-sequence DRB1_1501. The binding affinity (normalized) is 0.367.